From a dataset of Reaction yield outcomes from USPTO patents with 853,638 reactions. Predict the reaction yield, written as a fraction of the theoretical maximum amount of product (1.0 means a 100% yield; for example, 0.34 means a 34% yield). (1) The reactants are F[C:2]1[CH:3]=[C:4]([CH:7]=[CH:8][C:9]=1[O:10][CH:11]1[CH2:16][CH2:15][CH2:14][CH2:13][O:12]1)[C:5]#[N:6].[C:17]1([CH:24]=CC=[C:20](O)[CH:19]=1)O.[C:25]([O-:28])([O-])=[O:26].[K+].[K+].[CH3:31]S(C)=O. No catalyst specified. The product is [OH:12][C:13]1[CH:31]=[C:11]([CH:16]=[CH:15][CH:14]=1)[O:10][C:9]1[CH:8]=[CH:7][C:4]([C:5]#[N:6])=[CH:3][C:2]=1[O:26][CH:25]1[CH2:20][CH2:19][CH2:17][CH2:24][O:28]1. The yield is 0.210. (2) The yield is 0.720. The reactants are [O:1]1[CH:5]2[CH2:6][O:7][CH2:8][CH:4]2[O:3]S1(=O)=O.[Br:11][C:12]1[CH:24]=[C:23]2[C:15]([C:16]3[C:17](=[O:32])[C:18]4[CH:30]=[CH:29][C:28](O)=[CH:27][C:19]=4[C:20]([CH3:26])([CH3:25])[C:21]=3[NH:22]2)=[CH:14][CH:13]=1.C(=O)([O-])[O-].[Cs+].[Cs+].S(=O)(=O)(O)O. The product is [Br:11][C:12]1[CH:24]=[C:23]2[C:15]([C:16]3[C:17](=[O:32])[C:18]4[CH:30]=[CH:29][C:28]([O:3][CH:4]5[CH:5]([OH:1])[CH2:6][O:7][CH2:8]5)=[CH:27][C:19]=4[C:20]([CH3:25])([CH3:26])[C:21]=3[NH:22]2)=[CH:14][CH:13]=1. The catalyst is CN(C=O)C.O.C1COCC1. (3) The reactants are [CH3:1][N:2]([S:15]([C:18]1[CH:23]=[CH:22][CH:21]=[CH:20][C:19]=1[C:24]([F:27])([F:26])[F:25])(=[O:17])=[O:16])[C:3]1[CH:4]=[CH:5][CH:6]=[C:7]2[C:11]=1[NH:10][C:9]([C:12]([NH2:14])=O)=[CH:8]2.COC1C=CC(P2(SP(C3C=CC(OC)=CC=3)(=S)S2)=[S:37])=CC=1. The catalyst is O1CCCC1. The product is [CH3:1][N:2]([S:15]([C:18]1[CH:23]=[CH:22][CH:21]=[CH:20][C:19]=1[C:24]([F:27])([F:26])[F:25])(=[O:17])=[O:16])[C:3]1[CH:4]=[CH:5][CH:6]=[C:7]2[C:11]=1[NH:10][C:9]([C:12](=[S:37])[NH2:14])=[CH:8]2. The yield is 1.00. (4) The reactants are [N:1]1[CH:6]=[CH:5][C:4]([CH:7]=[CH:8][C:9]([OH:11])=O)=[CH:3][CH:2]=1.ON1C2C=[CH:19][CH:20]=[CH:21][C:16]=2[N:15]=N1.CN(C)CCCN=C=NCC.N1CCCC1. The catalyst is C(Cl)(Cl)Cl.ClCCl. The product is [N:1]1[CH:2]=[CH:3][C:4](/[CH:7]=[CH:8]/[C:9]([N:15]2[CH2:16][CH2:21][CH2:20][CH2:19]2)=[O:11])=[CH:5][CH:6]=1. The yield is 0.940. (5) The reactants are Cl[CH2:2][CH2:3][CH:4]=[C:5]1[C:11]2[CH:12]=[CH:13][CH:14]=[CH:15][C:10]=2[CH2:9][O:8][C:7]2[CH:16]=[CH:17][CH:18]=[CH:19][C:6]1=2.S(Cl)(Cl)=O.[CH3:24][NH:25][CH3:26].Cl. The catalyst is O1CCCC1.C(O)C.O. The product is [CH3:24][N:25]([CH3:26])[CH2:2][CH2:3][CH:4]=[C:5]1[C:11]2[CH:12]=[CH:13][CH:14]=[CH:15][C:10]=2[CH2:9][O:8][C:7]2[CH:16]=[CH:17][CH:18]=[CH:19][C:6]1=2. The yield is 0.735.